Dataset: Peptide-MHC class I binding affinity with 185,985 pairs from IEDB/IMGT. Task: Regression. Given a peptide amino acid sequence and an MHC pseudo amino acid sequence, predict their binding affinity value. This is MHC class I binding data. (1) The MHC is H-2-Kb with pseudo-sequence H-2-Kb. The binding affinity (normalized) is 0.0258. The peptide sequence is FQPQNGSFI. (2) The peptide sequence is LGGGVSIEW. The MHC is HLA-B57:01 with pseudo-sequence HLA-B57:01. The binding affinity (normalized) is 0.377.